Dataset: NCI-60 drug combinations with 297,098 pairs across 59 cell lines. Task: Regression. Given two drug SMILES strings and cell line genomic features, predict the synergy score measuring deviation from expected non-interaction effect. Drug 1: C1=CC(=CC=C1CC(C(=O)O)N)N(CCCl)CCCl.Cl. Drug 2: C1CN1P(=S)(N2CC2)N3CC3. Cell line: NCIH23. Synergy scores: CSS=31.0, Synergy_ZIP=-1.98, Synergy_Bliss=4.11, Synergy_Loewe=-1.96, Synergy_HSA=5.29.